From a dataset of Drug-target binding data from BindingDB using IC50 measurements. Regression. Given a target protein amino acid sequence and a drug SMILES string, predict the binding affinity score between them. We predict pIC50 (pIC50 = -log10(IC50 in M); higher means more potent). Dataset: bindingdb_ic50. (1) The drug is CC(=O)N1CCC=C(c2nc3ccc(-c4c(C)noc4C)c4c3n2[C@@H](c2ccccn2)CO4)C1. The target protein sequence is ETSNPNKPKRQTNQLQYLLRVVLKTLWKHQFAWPFQQPVDAVKLNLPDYYKIIKTPMDMGTIKKRLENNYYWNAQECIQDFNTMFTNCYIYNKPGDDIVLMAEALEKLFLQKINELPTEETE. The pIC50 is 7.0. (2) The target protein (P21836) has sequence MRPPWYPLHTPSLAFPLLFLLLSLLGGGARAEGREDPQLLVRVRGGQLRGIRLKAPGGPVSAFLGIPFAEPPVGSRRFMPPEPKRPWSGVLDATTFQNVCYQYVDTLYPGFEGTEMWNPNRELSEDCLYLNVWTPYPRPASPTPVLIWIYGGGFYSGAASLDVYDGRFLAQVEGAVLVSMNYRVGTFGFLALPGSREAPGNVGLLDQRLALQWVQENIAAFGGDPMSVTLFGESAGAASVGMHILSLPSRSLFHRAVLQSGTPNGPWATVSAGEARRRATLLARLVGCPPGGAGGNDTELIACLRTRPAQDLVDHEWHVLPQESIFRFSFVPVVDGDFLSDTPEALINTGDFQDLQVLVGVVKDEGSYFLVYGVPGFSKDNESLISRAQFLAGVRIGVPQASDLAAEAVVLHYTDWLHPEDPTHLRDAMSAVVGDHNVVCPVAQLAGRLAAQGARVYAYIFEHRASTLTWPLWMGVPHGYEIEFIFGLPLDPSLNYTTEE.... The pIC50 is 6.4. The small molecule is O=C1c2cc3c(cc2C2(CC2)N1CCC1CCN(Cc2cccc(F)c2)CC1)OCO3. (3) The drug is Cc1cccc(C#Cc2ncccn2)c1. The target protein (O00222) has sequence MVCEGKRSASCPCFFLLTAKFYWILTMMQRTHSQEYAHSIRVDGDIILGGLFPVHAKGERGVPCGELKKEKGIHRLEAMLYAIDQINKDPDLLSNITLGVRILDTCSRDTYALEQSLTFVQALIEKDASDVKCANGDPPIFTKPDKISGVIGAAASSVSIMVANILRLFKIPQISYASTAPELSDNTRYDFFSRVVPPDSYQAQAMVDIVTALGWNYVSTLASEGNYGESGVEAFTQISREIGGVCIAQSQKIPREPRPGEFEKIIKRLLETPNARAVIMFANEDDIRRILEAAKKLNQSGHFLWIGSDSWGSKIAPVYQQEEIAEGAVTILPKRASIDGFDRYFRSRTLANNRRNVWFAEFWEENFGCKLGSHGKRNSHIKKCTGLERIARDSSYEQEGKVQFVIDAVYSMAYALHNMHKDLCPGYIGLCPRMSTIDGKELLGYIRAVNFNGSAGTPVTFNENGDAPGRYDIFQYQITNKSTEYKVIGHWTNQLHLKVE.... The pIC50 is 5.0. (4) The drug is CCCc1nc(C)c2c(=O)[nH]c(-c3cc(S(=O)(=O)N4CCN(CC)CC4)ccc3OCC)nn12. The target protein sequence is QAPLHLLDEDYLGQARHMLSKVGMWDFDIFLFDRLTNGNSLVTLLCHLFNTHGLIHHFKLDMVTLHRFLVMVQEDYHSQNPYHNAVHAADVTQAMHCYLKEPKLASFLTPLDIMLGLLAAAAHDVDHPGVNQPFLIKTNHHLANLYQNMSVLENHHWRSTIGMLRESRLLAHLPKEMTQDIEQQLGSLILATDINRQNEFLTRLKAHLHNKDLRLEDAQDRHFMLQIALKCADICNPCRIWEMSKQWSERVCEEFYRQGELEQKFELEISPLCNQQKDSIPSIQIGFMSYIVEPLFREWAHFTGNSTLSENMLGHLAHNKAQWKSLLPRQHRSRGSSGSGPDHDHAGQGTESEEQEGDSP. The pIC50 is 5.7.